Dataset: NCI-60 drug combinations with 297,098 pairs across 59 cell lines. Task: Regression. Given two drug SMILES strings and cell line genomic features, predict the synergy score measuring deviation from expected non-interaction effect. (1) Drug 2: C1=NC(=NC(=O)N1C2C(C(C(O2)CO)O)O)N. Synergy scores: CSS=7.88, Synergy_ZIP=-2.30, Synergy_Bliss=-0.679, Synergy_Loewe=-3.71, Synergy_HSA=-0.814. Cell line: NCI/ADR-RES. Drug 1: CC=C1C(=O)NC(C(=O)OC2CC(=O)NC(C(=O)NC(CSSCCC=C2)C(=O)N1)C(C)C)C(C)C. (2) Drug 1: CNC(=O)C1=CC=CC=C1SC2=CC3=C(C=C2)C(=NN3)C=CC4=CC=CC=N4. Drug 2: CC1C(C(CC(O1)OC2CC(OC(C2O)C)OC3=CC4=CC5=C(C(=O)C(C(C5)C(C(=O)C(C(C)O)O)OC)OC6CC(C(C(O6)C)O)OC7CC(C(C(O7)C)O)OC8CC(C(C(O8)C)O)(C)O)C(=C4C(=C3C)O)O)O)O. Cell line: RXF 393. Synergy scores: CSS=3.36, Synergy_ZIP=-1.34, Synergy_Bliss=-0.00386, Synergy_Loewe=2.12, Synergy_HSA=0.369. (3) Synergy scores: CSS=48.9, Synergy_ZIP=-0.811, Synergy_Bliss=-1.11, Synergy_Loewe=-2.78, Synergy_HSA=2.31. Cell line: HCT116. Drug 1: COC1=NC(=NC2=C1N=CN2C3C(C(C(O3)CO)O)O)N. Drug 2: C1CCC(C(C1)N)N.C(=O)(C(=O)[O-])[O-].[Pt+4]. (4) Drug 1: C1=CC(=C2C(=C1NCCNCCO)C(=O)C3=C(C=CC(=C3C2=O)O)O)NCCNCCO. Drug 2: CC1C(C(CC(O1)OC2CC(OC(C2O)C)OC3=CC4=CC5=C(C(=O)C(C(C5)C(C(=O)C(C(C)O)O)OC)OC6CC(C(C(O6)C)O)OC7CC(C(C(O7)C)O)OC8CC(C(C(O8)C)O)(C)O)C(=C4C(=C3C)O)O)O)O. Cell line: NCI-H322M. Synergy scores: CSS=40.5, Synergy_ZIP=2.31, Synergy_Bliss=7.84, Synergy_Loewe=4.29, Synergy_HSA=7.22.